The task is: Predict which catalyst facilitates the given reaction.. This data is from Catalyst prediction with 721,799 reactions and 888 catalyst types from USPTO. (1) Reactant: [F:1][C@H:2]1[CH2:19][C@@:17]2([CH3:18])[C@@H:13]([CH2:14][CH:15]=[C:16]2[C:20]2[CH:21]=[N:22][CH:23]=[C:24]([F:26])[CH:25]=2)[C@H:12]2[C@H:3]1[C:4]1[CH:5]=[CH:6][C:7]([C:27]([OH:29])=O)=[CH:8][C:9]=1[CH2:10][CH2:11]2.Cl.[NH2:31][CH2:32][CH2:33][S:34]([NH2:37])(=[O:36])=[O:35].O.ON1C2C=CC=CC=2N=N1.C(N(CC)CC)C. Product: [F:1][C@H:2]1[CH2:19][C@@:17]2([CH3:18])[C@@H:13]([CH2:14][CH:15]=[C:16]2[C:20]2[CH:21]=[N:22][CH:23]=[C:24]([F:26])[CH:25]=2)[C@H:12]2[C@H:3]1[C:4]1[CH:5]=[CH:6][C:7]([C:27]([NH:31][CH2:32][CH2:33][S:34](=[O:36])(=[O:35])[NH2:37])=[O:29])=[CH:8][C:9]=1[CH2:10][CH2:11]2. The catalyst class is: 827. (2) Reactant: [CH3:1][C:2]1[C:3]2[CH:4]=[CH:5][C:6]([O:14][CH2:15][CH2:16][CH2:17][CH:18]=O)=[N:7][C:8]=2[NH:9][C:10](=[O:13])[C:11]=1[CH3:12].Cl.[Cl:21][C:22]1[C:27]([Cl:28])=[CH:26][CH:25]=[CH:24][C:23]=1[N:29]1[CH2:34][CH2:33][NH:32][CH2:31][CH2:30]1.C(N(CC)CC)C.[BH-](OC(C)=O)(OC(C)=O)OC(C)=O.[Na+]. Product: [Cl:21][C:22]1[C:27]([Cl:28])=[CH:26][CH:25]=[CH:24][C:23]=1[N:29]1[CH2:34][CH2:33][N:32]([CH2:18][CH2:17][CH2:16][CH2:15][O:14][C:6]2[N:7]=[C:8]3[C:3]([C:2]([CH3:1])=[C:11]([CH3:12])[C:10](=[O:13])[NH:9]3)=[CH:4][CH:5]=2)[CH2:31][CH2:30]1. The catalyst class is: 701. (3) Reactant: C([O:3][C:4](=[O:32])[CH:5]=[C:6]([C:8]1[S:12][C:11]2[C:13]([C:17]3[CH:22]=[C:21]([CH:23]([CH3:25])[CH3:24])[CH:20]=[C:19]([CH:26]([CH3:28])[CH3:27])[C:18]=3[O:29][CH2:30][CH3:31])=[CH:14][CH:15]=[CH:16][C:10]=2[CH:9]=1)[CH3:7])C.C1COCC1.[Li+].[OH-]. Product: [CH2:30]([O:29][C:18]1[C:19]([CH:26]([CH3:28])[CH3:27])=[CH:20][C:21]([CH:23]([CH3:24])[CH3:25])=[CH:22][C:17]=1[C:13]1[C:11]2[S:12][C:8]([C:6]([CH3:7])=[CH:5][C:4]([OH:32])=[O:3])=[CH:9][C:10]=2[CH:16]=[CH:15][CH:14]=1)[CH3:31]. The catalyst class is: 5. (4) Reactant: CC(C)([O-])C.[K+].F[C:8]1[C:18]([F:19])=[C:17]([F:20])[CH:16]=[CH:15][C:9]=1[NH:10][C@@H:11]([CH3:14])[CH2:12][OH:13].C(O[CH:24]=[C:25]([C:31]([O:33][CH2:34][CH3:35])=[O:32])[C:26]([O:28][CH2:29][CH3:30])=[O:27])C. Product: [F:20][C:17]1[CH:16]=[CH:15][C:9]2[N:10]([CH:24]=[C:25]([C:26]([O:28][CH2:29][CH3:30])=[O:27])[C:31]([O:33][CH2:34][CH3:35])=[O:32])[C@@H:11]([CH3:14])[CH2:12][O:13][C:8]=2[C:18]=1[F:19]. The catalyst class is: 3.